Dataset: Forward reaction prediction with 1.9M reactions from USPTO patents (1976-2016). Task: Predict the product of the given reaction. Given the reactants [C:1]([C:3]1[CH:23]=[C:22]([C:24]2[N:29]=[C:28]([NH:30][C:31]3[CH:36]=[CH:35][C:34]([N:37]4[CH2:42][CH2:41][N:40]([CH:43]5[CH2:46][O:45][CH2:44]5)[CH2:39][CH2:38]4)=[CH:33][CH:32]=3)[N:27]=[CH:26][N:25]=2)[CH:21]=[CH:20][C:4]=1[O:5][C@H:6]1[CH2:11][CH2:10][N:9](C(OC(C)(C)C)=O)[CH2:8][C@H:7]1[F:19])#[N:2].C(O)(C(F)(F)F)=O, predict the reaction product. The product is: [F:19][C@H:7]1[C@@H:6]([O:5][C:4]2[CH:20]=[CH:21][C:22]([C:24]3[N:29]=[C:28]([NH:30][C:31]4[CH:36]=[CH:35][C:34]([N:37]5[CH2:38][CH2:39][N:40]([CH:43]6[CH2:46][O:45][CH2:44]6)[CH2:41][CH2:42]5)=[CH:33][CH:32]=4)[N:27]=[CH:26][N:25]=3)=[CH:23][C:3]=2[C:1]#[N:2])[CH2:11][CH2:10][NH:9][CH2:8]1.